From a dataset of Forward reaction prediction with 1.9M reactions from USPTO patents (1976-2016). Predict the product of the given reaction. (1) Given the reactants FC(F)(F)C([NH:5][CH:6]1[C:15]2[C:10](=[CH:11][CH:12]=[CH:13][CH:14]=2)[CH2:9][NH:8][CH2:7]1)=O.C(N(C(C)C)CC)(C)C.[C:27](O[C:27]([O:29][C:30]([CH3:33])([CH3:32])[CH3:31])=[O:28])([O:29][C:30]([CH3:33])([CH3:32])[CH3:31])=[O:28], predict the reaction product. The product is: [NH2:5][CH:6]1[C:15]2[C:10](=[CH:11][CH:12]=[CH:13][CH:14]=2)[CH2:9][N:8]([C:27]([O:29][C:30]([CH3:33])([CH3:32])[CH3:31])=[O:28])[CH2:7]1. (2) Given the reactants [N+:1]([C:4]1[CH:9]=[CH:8][C:7]([N:10]2[CH2:15][CH2:14][CH:13]([N:16]3[CH2:21][CH2:20][N:19](C(OC(C)(C)C)=O)[CH2:18][CH2:17]3)[CH2:12][CH2:11]2)=[CH:6][C:5]=1[O:29][CH2:30][C:31]([F:34])([F:33])[F:32])([O-:3])=[O:2].C(O)(C(F)(F)F)=O, predict the reaction product. The product is: [N+:1]([C:4]1[CH:9]=[CH:8][C:7]([N:10]2[CH2:11][CH2:12][CH:13]([N:16]3[CH2:17][CH2:18][NH:19][CH2:20][CH2:21]3)[CH2:14][CH2:15]2)=[CH:6][C:5]=1[O:29][CH2:30][C:31]([F:34])([F:33])[F:32])([O-:3])=[O:2]. (3) The product is: [Br:14][C:15]1[CH:16]=[C:17]([N+:22]([O-:24])=[O:23])[C:18]([CH:4]([C:5]([O:7][CH2:8][CH3:9])=[O:6])[C:3]([O:11][CH2:12][CH3:13])=[O:10])=[N:19][CH:20]=1. Given the reactants [H-].[Na+].[C:3]([O:11][CH2:12][CH3:13])(=[O:10])[CH2:4][C:5]([O:7][CH2:8][CH3:9])=[O:6].[Br:14][C:15]1[CH:16]=[C:17]([N+:22]([O-:24])=[O:23])[C:18](Cl)=[N:19][CH:20]=1.CCOC(C)=O, predict the reaction product. (4) Given the reactants [N+](C1C([N:10]2[CH2:15][CH2:14][CH:13]([NH:16][C:17](=[O:23])[O:18][C:19]([CH3:22])([CH3:21])[CH3:20])[CH2:12][CH2:11]2)=NC=CC=1)([O-])=O.Cl[C:25]1[CH:30]=[C:29]([CH3:31])[N:28]=[C:27]([CH2:32][CH2:33][CH2:34][CH3:35])[N:26]=1.N1CCC(NC(=O)OC(C)(C)C)CC1, predict the reaction product. The product is: [CH2:32]([C:27]1[N:26]=[C:25]([N:10]2[CH2:11][CH2:12][CH:13]([NH:16][C:17](=[O:23])[O:18][C:19]([CH3:21])([CH3:20])[CH3:22])[CH2:14][CH2:15]2)[CH:30]=[C:29]([CH3:31])[N:28]=1)[CH2:33][CH2:34][CH3:35].